From a dataset of CYP3A4 inhibition data for predicting drug metabolism from PubChem BioAssay. Regression/Classification. Given a drug SMILES string, predict its absorption, distribution, metabolism, or excretion properties. Task type varies by dataset: regression for continuous measurements (e.g., permeability, clearance, half-life) or binary classification for categorical outcomes (e.g., BBB penetration, CYP inhibition). Dataset: cyp3a4_veith. The compound is c1ccc(CN(Cc2ncc[nH]2)c2ccccc2)cc1. The result is 0 (non-inhibitor).